Task: Regression. Given two drug SMILES strings and cell line genomic features, predict the synergy score measuring deviation from expected non-interaction effect.. Dataset: NCI-60 drug combinations with 297,098 pairs across 59 cell lines (1) Drug 1: CC1=C(C=C(C=C1)NC2=NC=CC(=N2)N(C)C3=CC4=NN(C(=C4C=C3)C)C)S(=O)(=O)N.Cl. Drug 2: CN(C)N=NC1=C(NC=N1)C(=O)N. Cell line: OVCAR3. Synergy scores: CSS=3.11, Synergy_ZIP=-1.27, Synergy_Bliss=-0.680, Synergy_Loewe=-3.01, Synergy_HSA=-1.83. (2) Drug 2: CC1OCC2C(O1)C(C(C(O2)OC3C4COC(=O)C4C(C5=CC6=C(C=C35)OCO6)C7=CC(=C(C(=C7)OC)O)OC)O)O. Synergy scores: CSS=35.7, Synergy_ZIP=0.635, Synergy_Bliss=0.457, Synergy_Loewe=-5.73, Synergy_HSA=4.47. Cell line: LOX IMVI. Drug 1: CS(=O)(=O)C1=CC(=C(C=C1)C(=O)NC2=CC(=C(C=C2)Cl)C3=CC=CC=N3)Cl. (3) Drug 1: CC1=C(C=C(C=C1)NC(=O)C2=CC=C(C=C2)CN3CCN(CC3)C)NC4=NC=CC(=N4)C5=CN=CC=C5. Drug 2: CN(C(=O)NC(C=O)C(C(C(CO)O)O)O)N=O. Cell line: HCC-2998. Synergy scores: CSS=1.61, Synergy_ZIP=6.82, Synergy_Bliss=10.1, Synergy_Loewe=6.87, Synergy_HSA=1.64. (4) Drug 1: C1=C(C(=O)NC(=O)N1)F. Drug 2: C(CN)CNCCSP(=O)(O)O. Cell line: OVCAR-4. Synergy scores: CSS=31.0, Synergy_ZIP=0.716, Synergy_Bliss=-0.696, Synergy_Loewe=-15.9, Synergy_HSA=-0.751. (5) Drug 1: CCC(=C(C1=CC=CC=C1)C2=CC=C(C=C2)OCCN(C)C)C3=CC=CC=C3.C(C(=O)O)C(CC(=O)O)(C(=O)O)O. Drug 2: C1=NC2=C(N=C(N=C2N1C3C(C(C(O3)CO)O)F)Cl)N. Cell line: COLO 205. Synergy scores: CSS=15.4, Synergy_ZIP=-5.90, Synergy_Bliss=-0.807, Synergy_Loewe=-19.2, Synergy_HSA=-3.66. (6) Drug 1: C1C(C(OC1N2C=NC3=C(N=C(N=C32)Cl)N)CO)O. Drug 2: CC1=C(N=C(N=C1N)C(CC(=O)N)NCC(C(=O)N)N)C(=O)NC(C(C2=CN=CN2)OC3C(C(C(C(O3)CO)O)O)OC4C(C(C(C(O4)CO)O)OC(=O)N)O)C(=O)NC(C)C(C(C)C(=O)NC(C(C)O)C(=O)NCCC5=NC(=CS5)C6=NC(=CS6)C(=O)NCCC[S+](C)C)O. Cell line: NCI-H460. Synergy scores: CSS=41.6, Synergy_ZIP=-5.85, Synergy_Bliss=-4.10, Synergy_Loewe=-3.23, Synergy_HSA=0.930.